Dataset: Reaction yield outcomes from USPTO patents with 853,638 reactions. Task: Predict the reaction yield, written as a fraction of the theoretical maximum amount of product (1.0 means a 100% yield; for example, 0.34 means a 34% yield). (1) The reactants are Cl.[Cl:2][C:3]1[C:33]([C:34]([F:37])([F:36])[F:35])=[CH:32][CH:31]=[CH:30][C:4]=1[CH2:5][N:6]([CH2:21][C@H:22]([C:24]1[CH:29]=[CH:28][CH:27]=[CH:26][CH:25]=1)[CH3:23])[CH2:7][CH2:8][CH2:9][O:10][C:11]1[CH:12]=[C:13]([CH2:17][C:18](O)=[O:19])[CH:14]=[CH:15][CH:16]=1.ClCCCl.O.O[N:44]1C2C=CC=CC=2N=N1.C(N(CC)CC)C.N. The catalyst is ClCCl. The product is [Cl:2][C:3]1[C:33]([C:34]([F:37])([F:36])[F:35])=[CH:32][CH:31]=[CH:30][C:4]=1[CH2:5][N:6]([CH2:21][C@H:22]([C:24]1[CH:29]=[CH:28][CH:27]=[CH:26][CH:25]=1)[CH3:23])[CH2:7][CH2:8][CH2:9][O:10][C:11]1[CH:12]=[C:13]([CH2:17][C:18]([NH2:44])=[O:19])[CH:14]=[CH:15][CH:16]=1. The yield is 0.600. (2) The yield is 0.640. The product is [C:1]([O:5][C:6](=[O:40])[CH2:7][CH:8]1[CH2:13][CH:12]([CH2:14][CH2:15][C:16]2[N:17]([CH:35]([CH3:37])[CH3:36])[C:18]([C:41]#[N:42])=[C:19]([C:28]3[CH:33]=[CH:32][CH:31]=[CH:30][N:29]=3)[C:20]=2[C:21]2[CH:26]=[CH:25][C:24]([F:27])=[CH:23][CH:22]=2)[O:11][C:10]([CH3:39])([CH3:38])[O:9]1)([CH3:4])([CH3:3])[CH3:2]. The reactants are [C:1]([O:5][C:6](=[O:40])[CH2:7][CH:8]1[CH2:13][CH:12]([CH2:14][CH2:15][C:16]2[N:17]([CH:35]([CH3:37])[CH3:36])[C:18](I)=[C:19]([C:28]3[CH:33]=[CH:32][CH:31]=[CH:30][N:29]=3)[C:20]=2[C:21]2[CH:26]=[CH:25][C:24]([F:27])=[CH:23][CH:22]=2)[O:11][C:10]([CH3:39])([CH3:38])[O:9]1)([CH3:4])([CH3:3])[CH3:2].[C:41]([Cu])#[N:42].[C-]#N.[K+]. The catalyst is CN(C=O)C. (3) The reactants are [Cl:1][C:2]1[S:3][C:4]2[CH:10]=[CH:9][CH:8]=[CH:7][C:5]=2[N:6]=1.[N+:11]([O-])([OH:13])=[O:12]. The catalyst is OS(O)(=O)=O. The product is [N+:11]([C:9]1[CH:8]=[CH:7][C:5]2[N:6]=[C:2]([Cl:1])[S:3][C:4]=2[CH:10]=1)([O-:13])=[O:12]. The yield is 0.720. (4) The reactants are Cl[C:2]1[N:7]=[CH:6][C:5]([CH2:8][C:9]2[C:17]3[C:12](=[N:13][CH:14]=[CH:15][CH:16]=3)[N:11]([Si:18]([CH:25]([CH3:27])[CH3:26])([CH:22]([CH3:24])[CH3:23])[CH:19]([CH3:21])[CH3:20])[CH:10]=2)=[CH:4][CH:3]=1.[CH2:28]([NH2:35])[C:29]1[CH:34]=[CH:33][CH:32]=[CH:31][CH:30]=1.CC(C)([O-])C.[K+].C(P(C(C)(C)C)C1C=CC=CC=1C1C=CC=CC=1)(C)(C)C. The catalyst is C([O-])(=O)C.[Pd+2].C([O-])(=O)C.O.C1(C)C=CC=CC=1. The product is [CH2:28]([NH:35][C:2]1[CH:3]=[CH:4][C:5]([CH2:8][C:9]2[C:17]3[C:12](=[N:13][CH:14]=[CH:15][CH:16]=3)[N:11]([Si:18]([CH:25]([CH3:27])[CH3:26])([CH:22]([CH3:24])[CH3:23])[CH:19]([CH3:21])[CH3:20])[CH:10]=2)=[CH:6][N:7]=1)[C:29]1[CH:34]=[CH:33][CH:32]=[CH:31][CH:30]=1. The yield is 0.585.